From a dataset of Catalyst prediction with 721,799 reactions and 888 catalyst types from USPTO. Predict which catalyst facilitates the given reaction. (1) Product: [Br:1][C:2]1[CH:3]=[C:4]2[C:9](=[CH:10][CH:11]=1)[C:8](=[O:12])[NH:7][C:6](=[O:13])/[C:5]/2=[CH:14]\[NH:17][CH2:18][CH2:19][CH2:20][CH2:21][OH:22]. The catalyst class is: 9. Reactant: [Br:1][C:2]1[CH:3]=[C:4]2[C:9](=[CH:10][CH:11]=1)[C:8](=[O:12])[NH:7][C:6](=[O:13])[C:5]2=[CH:14]OC.[NH2:17][CH2:18][CH2:19][CH2:20][CH2:21][OH:22]. (2) Reactant: Cl[CH2:2][C:3]1[CH:8]=[CH:7][C:6]([CH2:9][CH2:10][C:11]2[CH:16]=[CH:15][CH:14]=[CH:13][CH:12]=2)=[CH:5][CH:4]=1.C(=O)([O-])[O-].[K+].[K+].[C:23]([C:25]1[CH:30]=[CH:29][C:28]([CH2:31][CH2:32][CH:33](/[CH:45]=[CH:46]/[C:47]2[CH:52]=[CH:51][CH:50]=[CH:49][C:48]=2[OH:53])[CH2:34][C:35]2[CH:44]=[CH:43][C:38]([C:39]([O:41][CH3:42])=[O:40])=[CH:37][CH:36]=2)=[CH:27][CH:26]=1)#[N:24]. Product: [C:23]([C:25]1[CH:30]=[CH:29][C:28]([CH2:31][CH2:32][CH:33](/[CH:45]=[CH:46]/[C:47]2[CH:52]=[CH:51][CH:50]=[CH:49][C:48]=2[O:53][CH2:2][C:3]2[CH:8]=[CH:7][C:6]([CH2:9][CH2:10][C:11]3[CH:16]=[CH:15][CH:14]=[CH:13][CH:12]=3)=[CH:5][CH:4]=2)[CH2:34][C:35]2[CH:36]=[CH:37][C:38]([C:39]([O:41][CH3:42])=[O:40])=[CH:43][CH:44]=2)=[CH:27][CH:26]=1)#[N:24]. The catalyst class is: 10. (3) The catalyst class is: 2. Product: [O:1]1[C:12]2[C:4](=[CH:5][C:6](=[CH:10][CH:11]=2)[CH2:7][CH:8]2[O:18][CH2:9]2)[O:3][CH2:2]1. Reactant: [O:1]1[C:12]2[C:4](=[CH:5][C:6](=[CH:10][CH:11]=2)[CH2:7][CH:8]=[CH2:9])[O:3][CH2:2]1.ClC1C=C(C=CC=1)C(OO)=[O:18]. (4) Reactant: [OH-].[Na+].[CH3:3][O:4][CH2:5][C:6]1[CH:7]=[C:8]([CH:13]=[CH:14][N:15]=1)[C:9]([O:11]C)=[O:10]. Product: [CH3:3][O:4][CH2:5][C:6]1[CH:7]=[C:8]([CH:13]=[CH:14][N:15]=1)[C:9]([OH:11])=[O:10]. The catalyst class is: 8. (5) Reactant: [CH2:1]([O:8][C:9]1[CH:20]=[CH:19][C:12]2[O:13][C@@H:14]([CH2:17][OH:18])[CH2:15][O:16][C:11]=2[CH:10]=1)[C:2]1[CH:7]=[CH:6][CH:5]=[CH:4][CH:3]=1.C(N(CC)CC)C.[CH3:28][S:29](Cl)(=[O:31])=[O:30].Cl. Product: [CH2:1]([O:8][C:9]1[CH:20]=[CH:19][C:12]2[O:13][C@@H:14]([CH2:17][O:18][S:29]([CH3:28])(=[O:31])=[O:30])[CH2:15][O:16][C:11]=2[CH:10]=1)[C:2]1[CH:3]=[CH:4][CH:5]=[CH:6][CH:7]=1. The catalyst class is: 2. (6) Reactant: [OH:1][CH2:2][C:3]1[S:7][C:6]([C:8]2[CH:9]=[C:10]3[C:14](=[C:15]([C:17]([NH2:19])=[O:18])[CH:16]=2)[NH:13][CH:12]=[C:11]3[CH:20]2[CH2:25][CH2:24][N:23]([S:26]([CH2:29][CH2:30][CH2:31][N:32]3[CH2:36][CH2:35][CH2:34][CH2:33]3)(=[O:28])=[O:27])[CH2:22][CH2:21]2)=[CH:5][CH:4]=1. Product: [CH:2]([C:3]1[S:7][C:6]([C:8]2[CH:9]=[C:10]3[C:14](=[C:15]([C:17]([NH2:19])=[O:18])[CH:16]=2)[NH:13][CH:12]=[C:11]3[CH:20]2[CH2:21][CH2:22][N:23]([S:26]([CH2:29][CH2:30][CH2:31][N:32]3[CH2:33][CH2:34][CH2:35][CH2:36]3)(=[O:27])=[O:28])[CH2:24][CH2:25]2)=[CH:5][CH:4]=1)=[O:1]. The catalyst class is: 725. (7) Reactant: C(Cl)Cl.[Cl-].[Al+3].[Cl-].[Cl-].[CH3:8][O:9][C:10]1[CH:11]=[C:12]([C@H:16]([CH3:21])[CH2:17][C:18](Cl)=[O:19])[CH:13]=[CH:14][CH:15]=1.C([C@H:25]1[CH2:30][CH2:29][C@H:28]([C:31]2[CH:36]=[CH:35][CH:34]=[CH:33][CH:32]=2)[CH2:27][CH2:26]1)CC. Product: [CH:31]1([C:28]2[CH:27]=[CH:26][C:25]([C:18](=[O:19])[CH2:17][C@H:16]([C:12]3[CH:13]=[CH:14][CH:15]=[C:10]([O:9][CH3:8])[CH:11]=3)[CH3:21])=[CH:30][CH:29]=2)[CH2:32][CH2:33][CH2:34][CH2:35][CH2:36]1. The catalyst class is: 6. (8) Reactant: [N:1]1[CH:6]=[CH:5][CH:4]=[CH:3][C:2]=1[C:7]1[N:11]=[C:10]([C:12]2[CH:17]=[C:16]([OH:18])[CH:15]=[C:14]([C:19]#[N:20])[CH:13]=2)[O:9][N:8]=1.C(=O)([O-])[O-].[K+].[K+].Br[CH2:28][C:29]([O:31][CH3:32])=[O:30]. Product: [N:1]1[CH:6]=[CH:5][CH:4]=[CH:3][C:2]=1[C:7]1[N:11]=[C:10]([C:12]2[CH:17]=[C:16]([O:18][CH2:28][C:29]([O:31][CH3:32])=[O:30])[CH:15]=[C:14]([C:19]#[N:20])[CH:13]=2)[O:9][N:8]=1. The catalyst class is: 204. (9) Reactant: [CH3:1][C:2]([C:5]1[C:6]([C:16]2[CH:21]=[CH:20][CH:19]=[CH:18][C:17]=2[S:22]([CH3:25])(=[O:24])=[O:23])=[N:7][C:8]2[C:13]([CH:14]=1)=[N:12][CH:11]=[C:10]([F:15])[CH:9]=2)(O)C.[C:26]1(=[O:36])[NH:30][C:29](=[O:31])[C:28]2=[CH:32][CH:33]=[CH:34][CH:35]=[C:27]12.N(C(OC(C)C)=O)=NC(OC(C)C)=O.O. Product: [F:15][C:10]1[CH:9]=[C:8]2[C:13]([CH:14]=[C:5]([CH:2]([N:30]3[C:26](=[O:36])[C:27]4[C:28](=[CH:32][CH:33]=[CH:34][CH:35]=4)[C:29]3=[O:31])[CH3:1])[C:6]([C:16]3[CH:21]=[CH:20][CH:19]=[CH:18][C:17]=3[S:22]([CH3:25])(=[O:23])=[O:24])=[N:7]2)=[N:12][CH:11]=1. The catalyst class is: 1.